This data is from Reaction yield outcomes from USPTO patents with 853,638 reactions. The task is: Predict the reaction yield, written as a fraction of the theoretical maximum amount of product (1.0 means a 100% yield; for example, 0.34 means a 34% yield). (1) The reactants are Cl[C:2]1[N:7]=[C:6]([N:8]2[CH2:13][CH2:12][O:11][CH2:10][CH2:9]2)[N:5]=[C:4]([N:14]2[CH2:20][CH:19]3[O:21][CH:16]([CH2:17][CH2:18]3)[CH2:15]2)[N:3]=1.C(=O)([O-])[O-].[Na+].[Na+].[NH2:28][C:29]1[CH:34]=[CH:33][C:32](B2OC(C)(C)C(C)(C)O2)=[CH:31][CH:30]=1. The catalyst is C1C=CC([P]([Pd]([P](C2C=CC=CC=2)(C2C=CC=CC=2)C2C=CC=CC=2)([P](C2C=CC=CC=2)(C2C=CC=CC=2)C2C=CC=CC=2)[P](C2C=CC=CC=2)(C2C=CC=CC=2)C2C=CC=CC=2)(C2C=CC=CC=2)C2C=CC=CC=2)=CC=1.COCCOC. The product is [N:8]1([C:6]2[N:5]=[C:4]([N:14]3[CH2:20][CH:19]4[O:21][CH:16]([CH2:17][CH2:18]4)[CH2:15]3)[N:3]=[C:2]([C:32]3[CH:33]=[CH:34][C:29]([NH2:28])=[CH:30][CH:31]=3)[N:7]=2)[CH2:13][CH2:12][O:11][CH2:10][CH2:9]1. The yield is 0.590. (2) The reactants are [NH2:1][C:2]1[N:7]=[CH:6][N:5]=[C:4](Cl)[CH:3]=1.[NH2:9][C:10]1[CH:15]=[CH:14][C:13]([NH:16][C:17](=[O:26])[O:18][CH2:19][C:20]2[CH:25]=[CH:24][CH:23]=[CH:22][CH:21]=2)=[CH:12][CH:11]=1.Cl.C(OCC)(=O)C.CCCCCC. The catalyst is C(OCCO)C. The product is [NH2:1][C:2]1[N:7]=[CH:6][N:5]=[C:4]([NH:9][C:10]2[CH:15]=[CH:14][C:13]([NH:16][C:17](=[O:26])[O:18][CH2:19][C:20]3[CH:21]=[CH:22][CH:23]=[CH:24][CH:25]=3)=[CH:12][CH:11]=2)[CH:3]=1. The yield is 0.470. (3) The reactants are N[C:2]1[NH:7][C:6](=[O:8])[C:5]2=[C:9]([I:22])[N:10]=[C:11]([C@H:12]3[CH2:17][CH2:16][C@H:15]([C:18]([O:20][CH3:21])=[O:19])[CH2:14][CH2:13]3)[N:4]2[N:3]=1.N(OC(C)(C)C)=O. The catalyst is C1COCC1.CN(C=O)C. The product is [I:22][C:9]1[N:10]=[C:11]([C@H:12]2[CH2:13][CH2:14][C@H:15]([C:18]([O:20][CH3:21])=[O:19])[CH2:16][CH2:17]2)[N:4]2[C:5]=1[C:6](=[O:8])[NH:7][CH:2]=[N:3]2. The yield is 0.670. (4) The catalyst is C1COCC1. The yield is 0.460. The reactants are CC(C)([O-])C.[K+].[Br:7][C:8]1[CH:13]=[CH:12][C:11](F)=[CH:10][CH:9]=1.[C:15]([O:19][C:20]([N:22]1[CH2:25][CH:24]([OH:26])[CH2:23]1)=[O:21])([CH3:18])([CH3:17])[CH3:16]. The product is [C:15]([O:19][C:20]([N:22]1[CH2:25][CH:24]([O:26][C:11]2[CH:12]=[CH:13][C:8]([Br:7])=[CH:9][CH:10]=2)[CH2:23]1)=[O:21])([CH3:18])([CH3:16])[CH3:17]. (5) The reactants are [OH:1][C:2]1[CH:10]=[CH:9][C:8]([C:11]2[S:12][CH:13]=[CH:14][CH:15]=2)=[CH:7][C:3]=1[C:4]([OH:6])=O.[CH2:16]([O:18][C:19]([C:21]1[S:25][C:24]([NH2:26])=[N:23][C:22]=1[C:27]1[CH:32]=[CH:31][CH:30]=[CH:29][CH:28]=1)=[O:20])[CH3:17]. No catalyst specified. The product is [CH2:16]([O:18][C:19]([C:21]1[S:25][C:24]([NH:26][C:4](=[O:6])[C:3]2[CH:7]=[C:8]([C:11]3[S:12][CH:13]=[CH:14][CH:15]=3)[CH:9]=[CH:10][C:2]=2[OH:1])=[N:23][C:22]=1[C:27]1[CH:32]=[CH:31][CH:30]=[CH:29][CH:28]=1)=[O:20])[CH3:17]. The yield is 0.582.